From a dataset of TCR-epitope binding with 47,182 pairs between 192 epitopes and 23,139 TCRs. Binary Classification. Given a T-cell receptor sequence (or CDR3 region) and an epitope sequence, predict whether binding occurs between them. (1) The epitope is KAFSPEVIPMF. Result: 0 (the TCR does not bind to the epitope). The TCR CDR3 sequence is CASSLGYGNEQFF. (2) The epitope is FTYASALWEI. The TCR CDR3 sequence is CASSLGVLQETQYF. Result: 0 (the TCR does not bind to the epitope). (3) The epitope is RTLNAWVKV. The TCR CDR3 sequence is CASSHGKTQYF. Result: 1 (the TCR binds to the epitope). (4) The epitope is KLMNIQQKL. The TCR CDR3 sequence is CSVGGAYEQYF. Result: 0 (the TCR does not bind to the epitope). (5) The epitope is TLIGDCATV. The TCR CDR3 sequence is CSVRVATGGSNEQFF. Result: 1 (the TCR binds to the epitope). (6) The epitope is HTTDPSFLGRY. The TCR CDR3 sequence is CATGREDVGELFF. Result: 1 (the TCR binds to the epitope). (7) The epitope is EHPTFTSQYRIQGKL. The TCR CDR3 sequence is CASTSQPHEQYF. Result: 0 (the TCR does not bind to the epitope). (8) The epitope is HPVGEADYFEY. The TCR CDR3 sequence is CASSRLTSGGSDTQYF. Result: 0 (the TCR does not bind to the epitope). (9) Result: 1 (the TCR binds to the epitope). The TCR CDR3 sequence is CASSPTGEQYF. The epitope is VLWAHGFEL.